Dataset: Peptide-MHC class II binding affinity with 134,281 pairs from IEDB. Task: Regression. Given a peptide amino acid sequence and an MHC pseudo amino acid sequence, predict their binding affinity value. This is MHC class II binding data. (1) The peptide sequence is FFPPNYKLLKDLF. The MHC is DRB1_0401 with pseudo-sequence DRB1_0401. The binding affinity (normalized) is 0.155. (2) The binding affinity (normalized) is 0.873. The MHC is DRB1_1302 with pseudo-sequence DRB1_1302. The peptide sequence is PANDKFTVFEAAFNNAIKAS. (3) The peptide sequence is GLSSRKRRSHDVLTV. The MHC is H-2-IAb with pseudo-sequence H-2-IAb. The binding affinity (normalized) is 0. (4) The MHC is DRB1_0901 with pseudo-sequence DRB1_0901. The peptide sequence is VATLSEALRIIAGTL. The binding affinity (normalized) is 0.427. (5) The peptide sequence is GTWTYDGSVVA. The MHC is DRB1_1101 with pseudo-sequence DRB1_1101. The binding affinity (normalized) is 0.0490. (6) The peptide sequence is PDNVKPIYIVTPTNA. The MHC is HLA-DPA10103-DPB10401 with pseudo-sequence HLA-DPA10103-DPB10401. The binding affinity (normalized) is 0.0444. (7) The peptide sequence is ASAAILGHDGTVWAQ. The MHC is HLA-DPA10103-DPB10301 with pseudo-sequence HLA-DPA10103-DPB10301. The binding affinity (normalized) is 0. (8) The peptide sequence is GELQIVDKIDAAYKI. The MHC is DRB5_0101 with pseudo-sequence DRB5_0101. The binding affinity (normalized) is 0.817. (9) The peptide sequence is VIIMDEAHFLDPASIHHHHHH. The MHC is DRB3_0202 with pseudo-sequence DRB3_0202. The binding affinity (normalized) is 0.614. (10) The peptide sequence is AHGETVSAVAELIGD. The MHC is HLA-DQA10301-DQB10302 with pseudo-sequence HLA-DQA10301-DQB10302. The binding affinity (normalized) is 0.180.